This data is from Full USPTO retrosynthesis dataset with 1.9M reactions from patents (1976-2016). The task is: Predict the reactants needed to synthesize the given product. Given the product [CH3:36][O:35][C:32]1[CH:31]=[CH:30][C:29]([CH:9]([C:6]2[CH:5]=[CH:4][C:3]([O:2][CH3:1])=[CH:8][CH:7]=2)[N:10]2[C:14]3[C:15]4[C:20]([CH2:21][C:13]=3[C:12]([C:24]3[CH:28]=[CH:27][S:26][CH:25]=3)=[N:11]2)=[CH:19][C:18]([CH2:22][NH:23][C:37]([NH:44][CH2:48][CH2:47][N:46]2[CH2:45][CH2:56][O:55][CH2:54][CH2:53]2)=[O:38])=[CH:17][CH:16]=4)=[CH:34][CH:33]=1, predict the reactants needed to synthesize it. The reactants are: [CH3:1][O:2][C:3]1[CH:8]=[CH:7][C:6]([CH:9]([C:29]2[CH:34]=[CH:33][C:32]([O:35][CH3:36])=[CH:31][CH:30]=2)[N:10]2[C:14]3[C:15]4[C:20]([CH2:21][C:13]=3[C:12]([C:24]3[CH:28]=[CH:27][S:26][CH:25]=3)=[N:11]2)=[CH:19][C:18]([CH2:22][NH2:23])=[CH:17][CH:16]=4)=[CH:5][CH:4]=1.[C:37]([N:44]1[CH:48]=[CH:47][N:46]=[CH:45]1)(N1C=CN=C1)=[O:38].NCCN1C[CH2:56][O:55][CH2:54][CH2:53]1.